Predict the reactants needed to synthesize the given product. From a dataset of Full USPTO retrosynthesis dataset with 1.9M reactions from patents (1976-2016). (1) Given the product [CH3:13][O:12][C:10]1[CH:9]=[CH:8][C:7]2[N:6]([N:5]=[C:4]([NH:1][C:2]3[O:34][C@:31]4([CH2:22][N:25]=3)[CH:36]3[CH2:21][CH2:20][N:17]([CH2:18][CH2:19]3)[CH2:15]4)[N:14]=2)[CH:11]=1, predict the reactants needed to synthesize it. The reactants are: [N:1]([C:4]1[N:14]=[C:7]2[CH:8]=[CH:9][C:10]([O:12][CH3:13])=[CH:11][N:6]2[N:5]=1)=[C:2]=S.[CH2:15]([N:17]([CH2:20][CH3:21])[CH2:18][CH3:19])C.[CH:22]([N:25]=C=NC(C)C)(C)C.[C:31](=[O:34])(O)[O-].[Na+].[CH:36](Cl)(Cl)Cl. (2) Given the product [Br:1][C:2]1[CH:7]=[CH:6][C:5]([C:8]2([CH:10]3[CH2:15][CH2:14][NH:13][CH2:12][CH2:11]3)[O:17][C:16]3[CH:18]=[CH:20][CH:21]=[CH:22][C:23]=3[O:9]2)=[CH:4][CH:3]=1, predict the reactants needed to synthesize it. The reactants are: [Br:1][C:2]1[CH:7]=[CH:6][C:5]([C:8]([CH:10]2[CH2:15][CH2:14][NH:13][CH2:12][CH2:11]2)=[O:9])=[CH:4][CH:3]=1.[C:16]1([C:18](=[CH:20][CH:21]=[CH:22][CH:23]=1)O)[OH:17].CC1C=CC(S(O)(=O)=O)=CC=1.O. (3) Given the product [Cl:16][CH2:3][O:4][C:5]1[CH:12]=[CH:11][C:8]([C:9]#[N:10])=[CH:7][CH:6]=1, predict the reactants needed to synthesize it. The reactants are: CS[CH2:3][O:4][C:5]1[CH:12]=[CH:11][C:8]([C:9]#[N:10])=[CH:7][CH:6]=1.S(Cl)([Cl:16])(=O)=O. (4) Given the product [NH2:28][C:24]1[CH:23]=[CH:22][CH:21]=[C:20]2[C:25]=1[C:26](=[O:27])[C:8]1([NH:7][C:5](=[O:6])[C:4]([F:33])([F:3])[F:32])[C:12]3[CH:13]=[CH:14][C:15]([CH:17]([CH3:19])[CH3:18])=[CH:16][C:11]=3[O:10][C:9]12[OH:31], predict the reactants needed to synthesize it. The reactants are: Cl.O.[F:3][C:4]([F:33])([F:32])[C:5]([NH:7][C:8]12[C:26](=[O:27])[C:25]3[C:20](=[CH:21][CH:22]=[CH:23][C:24]=3[N+:28]([O-])=O)[C:9]1([OH:31])[O:10][C:11]1[CH:16]=[C:15]([CH:17]([CH3:19])[CH3:18])[CH:14]=[CH:13][C:12]=12)=[O:6]. (5) Given the product [O:1]1[C:5]2[CH:6]=[CH:7][C:8]([C:10]3[S:11][CH:12]=[C:13]([C:15]([NH:23][C:19]4[NH:18][CH:22]=[CH:21][N:20]=4)=[O:17])[N:14]=3)=[CH:9][C:4]=2[CH2:3][CH2:2]1, predict the reactants needed to synthesize it. The reactants are: [O:1]1[C:5]2[CH:6]=[CH:7][C:8]([C:10]3[S:11][CH:12]=[C:13]([C:15]([OH:17])=O)[N:14]=3)=[CH:9][C:4]=2[CH2:3][CH2:2]1.[NH:18]1[CH:22]=[CH:21][N:20]=[C:19]1[NH2:23].F[P-](F)(F)(F)(F)F.N1(OC(N(C)C)=[N+](C)C)C2C=CC=CC=2N=N1.C(N(CC)C(C)C)(C)C. (6) Given the product [NH:12]1[C:20]2[C:15](=[CH:16][CH:17]=[C:18]([CH:21]=[C:10]3[C:4]4[C:5](=[N:6][CH:7]=[C:2]([Br:1])[CH:3]=4)[NH:8][C:9]3=[O:11])[CH:19]=2)[CH:14]=[N:13]1, predict the reactants needed to synthesize it. The reactants are: [Br:1][C:2]1[CH:3]=[C:4]2[CH2:10][C:9](=[O:11])[NH:8][C:5]2=[N:6][CH:7]=1.[NH:12]1[C:20]2[C:15](=[CH:16][CH:17]=[C:18]([CH:21]=O)[CH:19]=2)[CH:14]=[N:13]1. (7) Given the product [N:1]1([C:6]2[CH:26]=[CH:25][C:9]([CH2:10][C:11]3[C:12]([Cl:24])=[N:13][C:14]4[C:19]([C:20]=3[Cl:21])=[CH:18][C:17]([C:61]([C:58]3[CH:59]=[CH:60][C:55]([Cl:54])=[CH:56][CH:57]=3)([C:63]3[N:67]([CH3:68])[CH:66]=[N:65][CH:64]=3)[OH:62])=[CH:16][C:15]=4[CH3:23])=[CH:8][CH:7]=2)[CH:5]=[CH:4][CH:3]=[N:2]1, predict the reactants needed to synthesize it. The reactants are: [N:1]1([C:6]2[CH:26]=[CH:25][C:9]([CH2:10][C:11]3[C:12]([Cl:24])=[N:13][C:14]4[C:19]([C:20]=3[Cl:21])=[CH:18][C:17](Br)=[CH:16][C:15]=4[CH3:23])=[CH:8][CH:7]=2)[CH:5]=[CH:4][CH:3]=[N:2]1.N1(C2C=CC(CC3C(OC)=NC4C(C=3Cl)=CC(Br)=CC=4C)=CC=2)C=CC=N1.[Cl:54][C:55]1[CH:60]=[CH:59][C:58]([C:61]([C:63]2[N:67]([CH3:68])[CH:66]=[N:65][CH:64]=2)=[O:62])=[CH:57][CH:56]=1.[Li]CCCC.